Dataset: Full USPTO retrosynthesis dataset with 1.9M reactions from patents (1976-2016). Task: Predict the reactants needed to synthesize the given product. (1) The reactants are: Br[C:2]1[CH:11]=[C:10]([CH:12]([CH:14]2[CH2:19][CH2:18][CH2:17][CH2:16][NH:15]2)[OH:13])[C:9]2[C:4](=[CH:5][CH:6]=[CH:7][CH:8]=2)[N:3]=1.[C:20]([O:24][C:25]([N:27]([CH2:29][C:30]1[CH:35]=[CH:34][C:33](B(O)O)=[CH:32][CH:31]=1)[CH3:28])=[O:26])([CH3:23])([CH3:22])[CH3:21].C([O-])([O-])=O.[Cs+].[Cs+]. Given the product [OH:13][CH:12]([CH:14]1[CH2:19][CH2:18][CH2:17][CH2:16][NH:15]1)[C:10]1[C:9]2[C:4](=[CH:5][CH:6]=[CH:7][CH:8]=2)[N:3]=[C:2]([C:33]2[CH:34]=[CH:35][C:30]([CH2:29][N:27]([CH3:28])[C:25](=[O:26])[O:24][C:20]([CH3:21])([CH3:22])[CH3:23])=[CH:31][CH:32]=2)[CH:11]=1, predict the reactants needed to synthesize it. (2) Given the product [CH3:22][O:23][C:24]1[CH:25]=[CH:26][C:27]([C:30]2[S:34][C:33]([CH3:35])=[N:32][C:31]=2[C:36]([N:3]2[CH2:4][C@H:5]3[C@H:1]([CH2:8][CH2:7][CH2:6]3)[C@H:2]2[CH2:9][NH:10][C:11]([C:13]2[N:20]3[C:16]([S:17][CH:18]=[CH:19]3)=[N:15][C:14]=2[CH3:21])=[O:12])=[O:37])=[CH:28][CH:29]=1, predict the reactants needed to synthesize it. The reactants are: [C@H:1]12[CH2:8][CH2:7][CH2:6][C@H:5]1[CH2:4][NH:3][C@@H:2]2[CH2:9][NH:10][C:11]([C:13]1[N:20]2[C:16]([S:17][CH:18]=[CH:19]2)=[N:15][C:14]=1[CH3:21])=[O:12].[CH3:22][O:23][C:24]1[CH:29]=[CH:28][C:27]([C:30]2[S:34][C:33]([CH3:35])=[N:32][C:31]=2[C:36](O)=[O:37])=[CH:26][CH:25]=1. (3) The reactants are: ClC1C(C#N)=C2C(=CC=1)N(CC(O)=O)C(C)=C2S(C1C=CC(Cl)=CC=1)(=O)=O.[Cl:28][C:29]1[CH:34]=[CH:33][C:32]([S:35]([C:38]2[C:46]3[C:41](=[C:42]([O:52][CH3:53])[CH:43]=[CH:44][C:45]=3[S:47]([CH2:50][CH3:51])(=[O:49])=[O:48])[N:40]([CH2:54][C:55]([O:57]C)=[O:56])[C:39]=2[CH3:59])(=[O:37])=[O:36])=[CH:31][CH:30]=1. Given the product [Cl:28][C:29]1[CH:34]=[CH:33][C:32]([S:35]([C:38]2[C:46]3[C:41](=[C:42]([O:52][CH3:53])[CH:43]=[CH:44][C:45]=3[S:47]([CH2:50][CH3:51])(=[O:49])=[O:48])[N:40]([CH2:54][C:55]([OH:57])=[O:56])[C:39]=2[CH3:59])(=[O:36])=[O:37])=[CH:31][CH:30]=1, predict the reactants needed to synthesize it. (4) Given the product [C:30]([C:34]1[CH:35]=[CH:36][C:37]([CH3:41])=[C:38]([NH:39][C:21]([NH:20][C:13]2[C:14]3[C:19](=[CH:18][CH:17]=[CH:16][CH:15]=3)[C:10]([O:9][CH2:8][CH2:7][N:1]3[CH2:6][CH2:5][O:4][CH2:3][CH2:2]3)=[CH:11][CH:12]=2)=[O:24])[CH:40]=1)([CH3:33])([CH3:32])[CH3:31], predict the reactants needed to synthesize it. The reactants are: [N:1]1([CH2:7][CH2:8][O:9][C:10]2[C:19]3[C:14](=[CH:15][CH:16]=[CH:17][CH:18]=3)[C:13]([NH2:20])=[CH:12][CH:11]=2)[CH2:6][CH2:5][O:4][CH2:3][CH2:2]1.[C:21](=[O:24])(O)[O-].[Na+].C(Cl)(Cl)=O.[C:30]([C:34]1[CH:35]=[CH:36][C:37]([CH3:41])=[C:38]([CH:40]=1)[NH2:39])([CH3:33])([CH3:32])[CH3:31]. (5) Given the product [Cl:23][C:18]1[CH:19]=[CH:20][CH:21]=[CH:22][C:17]=1[N:10]1[C:9]2[C:7](=[O:8])[NH:28][CH:26]=[N:14][C:13]=2[C:12]([C:15]#[N:16])=[CH:11]1, predict the reactants needed to synthesize it. The reactants are: C[O-].[Na+].C(O[C:7]([C:9]1[N:10]([C:17]2[CH:22]=[CH:21][CH:20]=[CH:19][C:18]=2[Cl:23])[CH:11]=[C:12]([C:15]#[N:16])[C:13]=1[NH2:14])=[O:8])C.O.Cl.[CH:26]([NH2:28])=O. (6) Given the product [CH3:1][C:2]1[CH:11]=[CH:10][C:5]([C:6]([OH:8])=[O:7])=[CH:4][C:3]=1[NH:12][C:13]([C:15]1[S:23][C:18]2=[N:19][CH:20]=[CH:21][N:22]=[C:17]2[CH:16]=1)=[O:14], predict the reactants needed to synthesize it. The reactants are: [CH3:1][C:2]1[CH:11]=[CH:10][C:5]([C:6]([O:8]C)=[O:7])=[CH:4][C:3]=1[NH:12][C:13]([C:15]1[S:23][C:18]2=[N:19][CH:20]=[CH:21][N:22]=[C:17]2[CH:16]=1)=[O:14].Cl. (7) Given the product [CH3:1][CH2:2][CH2:3][CH2:4][N:5]1[CH:10]([C:11]([NH:13][C:14]2[C:15]([CH3:21])=[CH:16][CH:17]=[CH:18][C:19]=2[CH3:20])=[O:12])[CH2:9][CH2:8][CH2:7][CH2:6]1, predict the reactants needed to synthesize it. The reactants are: [CH3:1][CH2:2][CH2:3][CH2:4][N:5]1[CH:10]([C:11]([NH:13][C:14]2[C:15]([CH3:21])=[CH:16][CH:17]=[CH:18][C:19]=2[CH3:20])=[O:12])[CH2:9][CH2:8][CH2:7][CH2:6]1.Cl.OCC(CO)O.